From a dataset of Catalyst prediction with 721,799 reactions and 888 catalyst types from USPTO. Predict which catalyst facilitates the given reaction. (1) Reactant: [CH:1]([C:3]1[N:8]=[C:7]([C:9]([O:11][CH2:12][CH3:13])=[O:10])[CH:6]=[CH:5][CH:4]=1)=[CH2:2]. Product: [CH2:1]([C:3]1[N:8]=[C:7]([C:9]([O:11][CH2:12][CH3:13])=[O:10])[CH:6]=[CH:5][CH:4]=1)[CH3:2]. The catalyst class is: 261. (2) Reactant: Br[CH2:2][CH2:3][N:4]1[C:8]2[CH:9]=[CH:10][CH:11]=[CH:12][C:7]=2[N:6]=[C:5]1[C:13]([O:15][CH2:16][CH3:17])=[O:14].[C:18]1([C:24]([SH:37])([C:31]2[CH:36]=[CH:35][CH:34]=[CH:33][CH:32]=2)[C:25]2[CH:30]=[CH:29][CH:28]=[CH:27][CH:26]=2)[CH:23]=[CH:22][CH:21]=[CH:20][CH:19]=1.C(N(CC)C(C)C)(C)C.C[Si](C)(C)[N-][Si](C)(C)C.[Li+]. The catalyst class is: 1. Product: [C:24]([S:37][CH2:2][CH2:3][N:4]1[C:8]2[CH:9]=[CH:10][CH:11]=[CH:12][C:7]=2[N:6]=[C:5]1[C:13]([O:15][CH2:16][CH3:17])=[O:14])([C:25]1[CH:26]=[CH:27][CH:28]=[CH:29][CH:30]=1)([C:31]1[CH:36]=[CH:35][CH:34]=[CH:33][CH:32]=1)[C:18]1[CH:19]=[CH:20][CH:21]=[CH:22][CH:23]=1. (3) Reactant: [CH3:1][CH2:2][Mg+].[Br-].[OH:5][CH:6]1[CH2:11][CH2:10][CH:9]([C:12](N(OC)C)=[O:13])[CH2:8][CH2:7]1.CCOC(C)=O. Product: [OH:5][CH:6]1[CH2:11][CH2:10][CH:9]([C:12](=[O:13])[CH2:2][CH3:1])[CH2:8][CH2:7]1. The catalyst class is: 1. (4) Reactant: [Sm].II.[C:4]([OH:7])(=[O:6])[CH3:5].C(O)(=O)C.O[C@H:13]1[C@:17]2([CH3:31])[CH2:18][CH2:19][C@@H:20]3[C@@H:29]([C@H:16]2[CH2:15][C:14]1=[O:32])[CH2:28][C@@H:27]1[C@H:22]([CH2:23][C@H:24]([OH:30])[CH2:25][CH2:26]1)[CH2:21]3.C([O-])([O-])=O.[Na+].[Na+]. Product: [C:4]([OH:7])(=[O:6])[CH3:5].[OH:30][C@@H:24]1[CH2:25][CH2:26][C@H:27]2[C@@H:22]([CH2:21][C@H:20]3[C@H:29]([CH2:28]2)[C@H:16]2[CH2:15][C:14](=[O:32])[CH2:13][C@:17]2([CH3:31])[CH2:18][CH2:19]3)[CH2:23]1. The catalyst class is: 36.